This data is from Full USPTO retrosynthesis dataset with 1.9M reactions from patents (1976-2016). The task is: Predict the reactants needed to synthesize the given product. (1) Given the product [N+:14]([C:17]1[S:21][C:20]([N:22]2[CH2:23][CH2:24][N:25]([CH2:2][C:3]3[CH:8]=[CH:7][C:6]([CH2:9][NH:10][C:11](=[O:13])[CH3:12])=[CH:5][CH:4]=3)[CH2:26][CH2:27]2)=[N:19][CH:18]=1)([O-:16])=[O:15], predict the reactants needed to synthesize it. The reactants are: Cl[CH2:2][C:3]1[CH:8]=[CH:7][C:6]([CH2:9][NH:10][C:11](=[O:13])[CH3:12])=[CH:5][CH:4]=1.[N+:14]([C:17]1[S:21][C:20]([N:22]2[CH2:27][CH2:26][NH:25][CH2:24][CH2:23]2)=[N:19][CH:18]=1)([O-:16])=[O:15].C(=O)([O-])[O-].[K+].[K+].O. (2) Given the product [Br:1][C:2]1[CH:3]=[N:4][C:5]([S:16][C:13]2[CH:14]=[CH:15][C:10]([NH2:9])=[CH:11][CH:12]=2)=[N:6][CH:7]=1, predict the reactants needed to synthesize it. The reactants are: [Br:1][C:2]1[CH:3]=[N:4][C:5](Cl)=[N:6][CH:7]=1.[NH2:9][C:10]1[CH:15]=[CH:14][C:13]([SH:16])=[CH:12][CH:11]=1.C([O-])([O-])=O.[K+].[K+].O. (3) Given the product [CH3:21][C:16]1([CH3:22])[C:17]([CH3:20])([CH3:19])[O:18][B:14]([C:3]2[CH:4]=[CH:5][CH:6]=[CH:7][C:2]=2[CH3:1])[O:15]1, predict the reactants needed to synthesize it. The reactants are: [CH3:1][C:2]1[CH:7]=[CH:6][CH:5]=[CH:4][C:3]=1[Mg]Br.C(O[B:14]1[O:18][C:17]([CH3:20])([CH3:19])[C:16]([CH3:22])([CH3:21])[O:15]1)(C)C.O. (4) Given the product [NH2:1][C:2]1[N:3]=[C:4]([N:13]2[CH2:18][CH2:17][N:16]([C:19](=[O:29])[CH2:20][O:21][C:22]3[CH:27]=[CH:26][C:25]([Cl:28])=[CH:24][CH:23]=3)[CH2:15][CH2:14]2)[C:5]2[N:11]=[C:10]([C:37]3[CH:38]=[CH:39][C:34]([C:33]([F:44])([F:43])[F:32])=[CH:35][CH:36]=3)[CH:9]=[CH:8][C:6]=2[N:7]=1, predict the reactants needed to synthesize it. The reactants are: [NH2:1][C:2]1[N:3]=[C:4]([N:13]2[CH2:18][CH2:17][N:16]([C:19](=[O:29])[CH2:20][O:21][C:22]3[CH:27]=[CH:26][C:25]([Cl:28])=[CH:24][CH:23]=3)[CH2:15][CH2:14]2)[C:5]2[N:11]=[C:10](Cl)[CH:9]=[CH:8][C:6]=2[N:7]=1.[F-].[K+].[F:32][C:33]([F:44])([F:43])[C:34]1[CH:39]=[CH:38][C:37](B(O)O)=[CH:36][CH:35]=1. (5) Given the product [CH3:1][O:2][C:3]([C:5]1[C:10]([O:11][CH3:12])=[CH:9][CH:8]=[CH:7][N:6]=1)=[O:4], predict the reactants needed to synthesize it. The reactants are: [CH3:1][O:2][C:3]([C:5]1[C:10]([OH:11])=[CH:9][CH:8]=[CH:7][N:6]=1)=[O:4].[C:12]([O-])([O-])=O.[K+].[K+].CI.CN(C=O)C. (6) Given the product [CH3:19][O:20][C:21](=[O:33])[C:22]1[CH:23]=[C:24]([O:29][CH2:30][O:31][CH3:32])[CH:25]=[C:26]([O:28][C:2]2[CH:7]=[N:6][C:5]([S:8]([CH2:11][CH3:12])(=[O:10])=[O:9])=[CH:4][CH:3]=2)[CH:27]=1, predict the reactants needed to synthesize it. The reactants are: Br[C:2]1[CH:3]=[CH:4][C:5]([S:8]([CH2:11][CH3:12])(=[O:10])=[O:9])=[N:6][CH:7]=1.C(=O)([O-])[O-].[Cs+].[Cs+].[CH3:19][O:20][C:21](=[O:33])[C:22]1[CH:27]=[C:26]([OH:28])[CH:25]=[C:24]([O:29][CH2:30][O:31][CH3:32])[CH:23]=1.[Cl-].[NH4+]. (7) Given the product [NH:14]1[CH2:17][CH:16]([N:18]2[CH2:23][CH2:22][CH:21]([C:24]([F:27])([F:26])[F:25])[CH2:20][CH2:19]2)[CH2:15]1, predict the reactants needed to synthesize it. The reactants are: C([N:14]1[CH2:17][CH:16]([N:18]2[CH2:23][CH2:22][CH:21]([C:24]([F:27])([F:26])[F:25])[CH2:20][CH2:19]2)[CH2:15]1)(C1C=CC=CC=1)C1C=CC=CC=1.C([O-])=O.[NH4+]. (8) Given the product [O:19]=[C:13]1[CH:12]([N:5]2[C:4](=[O:20])[C:3]3[C:7](=[CH:8][CH:9]=[CH:10][C:2]=3[NH:1][C:28](=[O:29])[CH2:27][C:21]3[CH:26]=[CH:25][CH:24]=[CH:23][CH:22]=3)[C:6]2=[O:11])[CH2:17][CH2:16][C:15](=[O:18])[NH:14]1, predict the reactants needed to synthesize it. The reactants are: [NH2:1][C:2]1[CH:10]=[CH:9][CH:8]=[C:7]2[C:3]=1[C:4](=[O:20])[N:5]([CH:12]1[CH2:17][CH2:16][C:15](=[O:18])[NH:14][C:13]1=[O:19])[C:6]2=[O:11].[C:21]1([CH2:27][C:28](Cl)=[O:29])[CH:26]=[CH:25][CH:24]=[CH:23][CH:22]=1.